From a dataset of Forward reaction prediction with 1.9M reactions from USPTO patents (1976-2016). Predict the product of the given reaction. (1) The product is: [NH2:1][C:2]1[N:7]=[C:6]([N:8]2[CH2:13][CH2:12][CH2:11][C@H:10]([C:14]([NH:40][CH2:41][C:42]3[CH:47]=[CH:46][N:45]=[CH:44][CH:43]=3)=[O:16])[CH2:9]2)[CH:5]=[C:4]([C:17]2[CH:22]=[CH:21][C:20]([C:23]#[N:24])=[C:19]([F:25])[CH:18]=2)[N:3]=1. Given the reactants [NH2:1][C:2]1[N:7]=[C:6]([N:8]2[CH2:13][CH2:12][CH2:11][C@H:10]([C:14]([OH:16])=O)[CH2:9]2)[CH:5]=[C:4]([C:17]2[CH:22]=[CH:21][C:20]([C:23]#[N:24])=[C:19]([F:25])[CH:18]=2)[N:3]=1.C(Cl)CCl.C1C=CC2N(O)N=NC=2C=1.[NH2:40][CH2:41][C:42]1[CH:47]=[CH:46][N:45]=[CH:44][CH:43]=1, predict the reaction product. (2) Given the reactants C(OC(=O)[NH:7][CH2:8][C:9]1[CH:14]=[CH:13][CH:12]=[CH:11][C:10]=1[C:15]1[C:20]2[S:21][C:22]([C:24]3[C:29]([F:30])=[CH:28][N:27]=[C:26]([NH:31][CH2:32][CH2:33][N:34]4[CH:38]=[CH:37][N:36]=[N:35]4)[N:25]=3)=[CH:23][C:19]=2[CH:18]=[CH:17][CH:16]=1)(C)(C)C.C(O)(C(F)(F)F)=O, predict the reaction product. The product is: [N:34]1([CH2:33][CH2:32][NH:31][C:26]2[N:25]=[C:24]([C:22]3[S:21][C:20]4[C:15]([C:10]5[CH:11]=[CH:12][CH:13]=[CH:14][C:9]=5[CH2:8][NH2:7])=[CH:16][CH:17]=[CH:18][C:19]=4[CH:23]=3)[C:29]([F:30])=[CH:28][N:27]=2)[CH:38]=[CH:37][N:36]=[N:35]1. (3) Given the reactants I[C:2]1[CH:19]=[CH:18][C:5]([O:6][CH2:7][C:8]2[CH:17]=[CH:16][C:15]3[C:10](=[CH:11][CH:12]=[CH:13][CH:14]=3)[N:9]=2)=[CH:4][CH:3]=1.[C:20]([C:22]1[CH:27]=[CH:26][C:25]([F:28])=[CH:24][CH:23]=1)#[CH:21].C(N(CC)CC)C, predict the reaction product. The product is: [F:28][C:25]1[CH:26]=[CH:27][C:22]([C:20]#[C:21][C:2]2[CH:19]=[CH:18][C:5]([O:6][CH2:7][C:8]3[CH:17]=[CH:16][C:15]4[C:10](=[CH:11][CH:12]=[CH:13][CH:14]=4)[N:9]=3)=[CH:4][CH:3]=2)=[CH:23][CH:24]=1. (4) Given the reactants [C:1]1([C:23]2[CH:28]=[CH:27][CH:26]=[CH:25][CH:24]=2)[CH:6]=[CH:5][CH:4]=[C:3]([C:7]2[N:8]=[C:9](/[CH:14]=[CH:15]/[C:16]3[CH:21]=[CH:20][C:19](Br)=[CH:18][CH:17]=3)[N:10]([CH2:12][CH3:13])[CH:11]=2)[CH:2]=1.[OH:29][C:30]1[CH:35]=[CH:34][C:33](B(O)O)=[CH:32][CH:31]=1, predict the reaction product. The product is: [C:1]1([C:23]2[CH:28]=[CH:27][CH:26]=[CH:25][CH:24]=2)[CH:6]=[CH:5][CH:4]=[C:3]([C:7]2[N:8]=[C:9](/[CH:14]=[CH:15]/[C:16]3[CH:21]=[CH:20][C:19]([C:33]4[CH:34]=[CH:35][C:30]([OH:29])=[CH:31][CH:32]=4)=[CH:18][CH:17]=3)[N:10]([CH2:12][CH3:13])[CH:11]=2)[CH:2]=1. (5) Given the reactants Cl[C:2]1[C:11]([CH:12]=[O:13])=[CH:10][C:9]2[C:4](=[C:5]([CH3:14])[CH:6]=[CH:7][CH:8]=2)[N:3]=1.[CH3:15][O:16][C:17]1[CH:22]=[CH:21][CH:20]=[CH:19][C:18]=1B(O)O.C(=O)([O-])[O-].[Na+].[Na+], predict the reaction product. The product is: [CH3:15][O:16][C:17]1[CH:22]=[CH:21][CH:20]=[CH:19][C:18]=1[C:2]1[C:11]([CH:12]=[O:13])=[CH:10][C:9]2[C:4](=[C:5]([CH3:14])[CH:6]=[CH:7][CH:8]=2)[N:3]=1. (6) Given the reactants C(O[CH:4](OCC)[CH2:5][N:6]([CH3:8])[CH3:7])C.Cl.[OH-].[K+].[Br:15][C:16]1[CH:21]=[CH:20][C:19]([NH:22][C:23]2[C:24]3[CH:32]=[C:31]([NH:33][C:34](=[O:44])[CH2:35]P(=O)(OCC)OCC)[N:30]=[CH:29][C:25]=3[N:26]=[CH:27][N:28]=2)=[CH:18][C:17]=1[Cl:45].[Li+].[Cl-], predict the reaction product. The product is: [Br:15][C:16]1[CH:21]=[CH:20][C:19]([NH:22][C:23]2[C:24]3[CH:32]=[C:31]([NH:33][C:34](=[O:44])/[CH:35]=[CH:4]/[CH2:5][N:6]([CH3:7])[CH3:8])[N:30]=[CH:29][C:25]=3[N:26]=[CH:27][N:28]=2)=[CH:18][C:17]=1[Cl:45]. (7) Given the reactants [C:1]([O:5][C:6](=[O:14])[NH:7][C@H:8]([CH2:12][CH3:13])[CH2:9][CH:10]=[O:11])([CH3:4])([CH3:3])[CH3:2].[CH:15]([Mg]Cl)=[CH2:16], predict the reaction product. The product is: [C:1]([O:5][C:6](=[O:14])[NH:7][C@H:8]([CH2:12][CH3:13])[CH2:9][C@H:10]([OH:11])[CH:15]=[CH2:16])([CH3:4])([CH3:3])[CH3:2]. (8) Given the reactants [Li+].[Cl-].[CH:3]1[C:15]2[CH2:14][C:13]3[C:8](=[CH:9][CH:10]=[C:11]([C:16]4[S:20][C:19]([NH:21][C:22]([CH2:24][CH2:25][C:26]([O-])=[O:27])=[O:23])=[N:18][CH:17]=4)[CH:12]=3)[C:7]=2[CH:6]=[CH:5][CH:4]=1.[BH4-].[Na+], predict the reaction product. The product is: [CH:3]1[C:15]2[CH2:14][C:13]3[C:8](=[CH:9][CH:10]=[C:11]([C:16]4[S:20][C:19]([NH:21][C:22](=[O:23])[CH2:24][CH2:25][CH2:26][OH:27])=[N:18][CH:17]=4)[CH:12]=3)[C:7]=2[CH:6]=[CH:5][CH:4]=1.